Dataset: NCI-60 drug combinations with 297,098 pairs across 59 cell lines. Task: Regression. Given two drug SMILES strings and cell line genomic features, predict the synergy score measuring deviation from expected non-interaction effect. (1) Drug 1: CC1CCC2CC(C(=CC=CC=CC(CC(C(=O)C(C(C(=CC(C(=O)CC(OC(=O)C3CCCCN3C(=O)C(=O)C1(O2)O)C(C)CC4CCC(C(C4)OC)O)C)C)O)OC)C)C)C)OC. Drug 2: C1=CC=C(C=C1)NC(=O)CCCCCCC(=O)NO. Cell line: MCF7. Synergy scores: CSS=21.1, Synergy_ZIP=-7.86, Synergy_Bliss=-4.25, Synergy_Loewe=-2.63, Synergy_HSA=-2.13. (2) Drug 1: C1=NC(=NC(=O)N1C2C(C(C(O2)CO)O)O)N. Drug 2: CN(C(=O)NC(C=O)C(C(C(CO)O)O)O)N=O. Cell line: UACC-257. Synergy scores: CSS=9.48, Synergy_ZIP=-1.17, Synergy_Bliss=1.88, Synergy_Loewe=-1.52, Synergy_HSA=1.61. (3) Drug 1: C1CCC(C1)C(CC#N)N2C=C(C=N2)C3=C4C=CNC4=NC=N3. Drug 2: CC1=C(C(=CC=C1)Cl)NC(=O)C2=CN=C(S2)NC3=CC(=NC(=N3)C)N4CCN(CC4)CCO. Cell line: SK-MEL-2. Synergy scores: CSS=-6.77, Synergy_ZIP=2.97, Synergy_Bliss=-2.27, Synergy_Loewe=-8.49, Synergy_HSA=-8.22. (4) Drug 1: CC(C1=C(C=CC(=C1Cl)F)Cl)OC2=C(N=CC(=C2)C3=CN(N=C3)C4CCNCC4)N. Drug 2: C1CCC(C1)C(CC#N)N2C=C(C=N2)C3=C4C=CNC4=NC=N3. Cell line: COLO 205. Synergy scores: CSS=-9.75, Synergy_ZIP=3.30, Synergy_Bliss=1.64, Synergy_Loewe=-19.6, Synergy_HSA=-7.05.